From a dataset of Reaction yield outcomes from USPTO patents with 853,638 reactions. Predict the reaction yield, written as a fraction of the theoretical maximum amount of product (1.0 means a 100% yield; for example, 0.34 means a 34% yield). (1) The reactants are [C:1]([O:5][C:6]([N:8]1[CH2:22][CH2:21][C:11]2[N:12]([CH3:20])[C:13]3[CH:14]=[C:15](Br)[CH:16]=[CH:17][C:18]=3[C:10]=2[CH2:9]1)=[O:7])([CH3:4])([CH3:3])[CH3:2].[CH3:23][O:24][C:25]1[CH:30]=[CH:29][C:28]([C:31]2[CH:36]=[CH:35][NH:34][C:33](=[O:37])[CH:32]=2)=[CH:27][CH:26]=1.C([O-])([O-])=O.[Cs+].[Cs+].OC1C=CC=C2C=1N=CC=C2. The catalyst is CS(C)=O.[Cu](I)I. The product is [CH3:23][O:24][C:25]1[CH:30]=[CH:29][C:28]([C:31]2[CH:36]=[CH:35][N:34]([C:15]3[CH:16]=[CH:17][C:18]4[C:10]5[CH2:9][N:8]([C:6]([O:5][C:1]([CH3:4])([CH3:3])[CH3:2])=[O:7])[CH2:22][CH2:21][C:11]=5[N:12]([CH3:20])[C:13]=4[CH:14]=3)[C:33](=[O:37])[CH:32]=2)=[CH:27][CH:26]=1. The yield is 0.340. (2) The reactants are Br[C:2]1[N:7]=[C:6]([C:8]([O:10][CH3:11])=[O:9])[CH:5]=[CH:4][C:3]=1[F:12].[F:13][C:14]1[CH:19]=[C:18]([CH:20]2[CH2:25][CH2:24][O:23][CH2:22][CH2:21]2)[CH:17]=[C:16]([F:26])[C:15]=1B1OC(C)(C)C(C)(C)O1. No catalyst specified. The product is [F:13][C:14]1[CH:19]=[C:18]([CH:20]2[CH2:25][CH2:24][O:23][CH2:22][CH2:21]2)[CH:17]=[C:16]([F:26])[C:15]=1[C:2]1[N:7]=[C:6]([C:8]([O:10][CH3:11])=[O:9])[CH:5]=[CH:4][C:3]=1[F:12]. The yield is 0.590. (3) The yield is 0.960. No catalyst specified. The reactants are C([O:4][C:5]1[CH:10]=[CH:9][C:8]([C:11]#[C:12][C:13]2[O:14][C:15]3[CH:21]=[C:20]([O:22][CH3:23])[CH:19]=[CH:18][C:16]=3[CH:17]=2)=[CH:7][CH:6]=1)(=O)C.CC1(C)C2CC1CCC2NS(C1C=CC(C#CCCO)=CC=1)(=O)=O. The product is [CH3:23][O:22][C:20]1[CH:19]=[CH:18][C:16]2[CH2:17][CH:13]([CH2:12][CH2:11][C:8]3[CH:7]=[CH:6][C:5]([OH:4])=[CH:10][CH:9]=3)[O:14][C:15]=2[CH:21]=1. (4) The reactants are [CH3:1][N:2]1[C:11]2[C:6](=[CH:7][CH:8]=[CH:9][CH:10]=2)[CH2:5][CH2:4][CH2:3]1.[SH:12]([O:15]Cl)(=O)=[O:13].[Cl:17]CCl. No catalyst specified. The product is [CH3:1][N:2]1[C:11]2[C:6](=[CH:7][CH:8]=[C:9]([S:12]([Cl:17])(=[O:15])=[O:13])[CH:10]=2)[CH2:5][CH2:4][CH2:3]1. The yield is 0.0800. (5) The yield is 0.810. The reactants are [N+:1]([C:4]1[CH:5]=[C:6]([OH:10])[CH:7]=[CH:8][CH:9]=1)([O-:3])=[O:2].[C:11]1(=O)[O:16][C:14](=[O:15])[C:13]2=[CH:17][CH:18]=[CH:19][CH:20]=[C:12]12. The catalyst is [Cl-].[Zn+2].[Cl-]. The product is [OH:10][C:6]1[CH:7]=[CH:8][C:9]([C:11]2([C:9]3[CH:8]=[CH:7][C:6]([OH:10])=[CH:5][C:4]=3[N+:1]([O-:3])=[O:2])[C:12]3[C:13](=[CH:17][CH:18]=[CH:19][CH:20]=3)[C:14](=[O:15])[O:16]2)=[C:4]([N+:1]([O-:3])=[O:2])[CH:5]=1. (6) The reactants are [F-].C([N+](CCCC)(CCCC)CCCC)CCC.[CH3:19][O:20][C:21]1[N:26]=[C:25]([C:27]2[CH:34]=[CH:33][C:30]([CH:31]=[O:32])=[CH:29][CH:28]=2)[CH:24]=[CH:23][CH:22]=1.[F:35][C:36]([Si](C)(C)C)([F:38])[F:37].Cl. The catalyst is C1COCC1. The product is [CH3:19][O:20][C:21]1[N:26]=[C:25]([C:27]2[CH:34]=[CH:33][C:30]([CH:31]([OH:32])[C:36]([F:38])([F:37])[F:35])=[CH:29][CH:28]=2)[CH:24]=[CH:23][CH:22]=1. The yield is 0.900. (7) The reactants are Cl.C(N=C=N[CH2:7][CH2:8][CH2:9][N:10]([CH3:12])C)C.[OH2:13].ON1[C:19]2[CH:20]=C[CH:22]=[CH:23][C:18]=2N=N1.C(C1C=CC2N=C([C:39]3[O:43][C:42]([C:44](O)=[O:45])=[CH:41][CH:40]=3)NC=2C=1)(=O)C1C=CC=CC=1.[NH:49]1[CH2:53][CH2:52][CH2:51][CH2:50]1.[N:54]1[CH:59]=[CH:58][CH:57]=[CH:56][CH:55]=1. No catalyst specified. The product is [C:56]([C:57]1[CH:7]=[CH:8][C:9]2[N:10]=[C:12]([C:40]3[CH:41]=[C:42]([C:44]([N:49]4[CH2:53][CH2:52][CH2:51][CH2:50]4)=[O:45])[O:43][CH:39]=3)[NH:54][C:59]=2[CH:58]=1)(=[O:13])[C:55]1[CH:22]=[CH:23][CH:18]=[CH:19][CH:20]=1. The yield is 0.880. (8) The reactants are C[O:2][C:3](=[O:37])[C:4]#[C:5][C:6]1[C:14]2[C:9](=[N:10][CH:11]=[C:12]([C:15]3[CH:20]=[CH:19][CH:18]=[CH:17][C:16]=3[O:21][C:22]3[CH:27]=[CH:26][CH:25]=[CH:24][CH:23]=3)[CH:13]=2)[N:8](S(C2C=CC=CC=2)(=O)=O)[CH:7]=1.[OH-].[Na+]. The catalyst is CCO. The product is [O:21]([C:16]1[CH:17]=[CH:18][CH:19]=[CH:20][C:15]=1[C:12]1[CH:13]=[C:14]2[C:6]([C:5]#[C:4][C:3]([OH:37])=[O:2])=[CH:7][NH:8][C:9]2=[N:10][CH:11]=1)[C:22]1[CH:27]=[CH:26][CH:25]=[CH:24][CH:23]=1. The yield is 1.10. (9) The reactants are [CH2:1]([O:8][C:9]1[CH:18]=[CH:17][C:12]([C:13]([O:15][CH3:16])=[O:14])=[CH:11][C:10]=1Br)[C:2]1[CH:7]=[CH:6][CH:5]=[CH:4][CH:3]=1.C(=O)([O-])[O-].[Cs+].[Cs+].[CH3:26]/[C:27](/B(O)O)=[CH:28]/[CH3:29].O. The catalyst is O1CCCC1. The product is [CH2:1]([O:8][C:9]1[CH:18]=[CH:17][C:12]([C:13]([O:15][CH3:16])=[O:14])=[CH:11][C:10]=1/[C:27](/[CH3:26])=[CH:28]\[CH3:29])[C:2]1[CH:7]=[CH:6][CH:5]=[CH:4][CH:3]=1. The yield is 0.410.